From a dataset of Reaction yield outcomes from USPTO patents with 853,638 reactions. Predict the reaction yield, written as a fraction of the theoretical maximum amount of product (1.0 means a 100% yield; for example, 0.34 means a 34% yield). (1) The reactants are [CH2:1]([NH:3][S:4]([C:7]1[CH:12]=[CH:11][CH:10]=[CH:9][C:8]=1[N+:13]([O-:15])=[O:14])(=[O:6])=[O:5])[CH3:2].[Br:16][CH2:17][CH2:18][CH2:19]Br.[H-].[Na+].C(Cl)Cl. The catalyst is CN(C=O)C. The product is [Br:16][CH2:17][CH2:18][CH2:19][N:3]([CH2:1][CH3:2])[S:4]([C:7]1[CH:12]=[CH:11][CH:10]=[CH:9][C:8]=1[N+:13]([O-:15])=[O:14])(=[O:5])=[O:6]. The yield is 0.820. (2) The reactants are Cl.[CH3:2][C:3]1[N+:4]([O-])=[C:5]([C:9]2[CH:14]=[CH:13][C:12]([C:15]([F:18])([F:17])[F:16])=[CH:11][CH:10]=2)[O:6][C:7]=1[CH3:8].O=P(Cl)(Cl)[Cl:22].O. The catalyst is C(#N)C. The product is [Cl:22][CH2:2][C:3]1[N:4]=[C:5]([C:9]2[CH:14]=[CH:13][C:12]([C:15]([F:18])([F:17])[F:16])=[CH:11][CH:10]=2)[O:6][C:7]=1[CH3:8]. The yield is 0.850. (3) The reactants are CO.C[O:4][C:5]([C:7]1[C:11]2[CH:12]=[CH:13][CH:14]=[CH:15][C:10]=2[O:9][CH:8]=1)=[O:6].[OH-].[Li+].Cl. The catalyst is O.O1CCCC1. The product is [O:9]1[C:10]2[CH:15]=[CH:14][CH:13]=[CH:12][C:11]=2[C:7]([C:5]([OH:6])=[O:4])=[CH:8]1. The yield is 0.910. (4) The reactants are [F:1][C:2]1[CH:7]=[CH:6][C:5]([C:8]([CH3:20])([CH3:19])[CH2:9][NH:10][C:11]2[CH:16]=CC(C=C)=[CH:13][N:12]=2)=[CH:4][CH:3]=1.[NH+]1([O-])CC[O:24]CC1.[CH2:28]1[CH2:32][O:31][CH2:30][CH2:29]1. The catalyst is C1COCC1.O.O.[Os](=O)(=O)(=O)=O. The product is [F:1][C:2]1[CH:7]=[CH:6][C:5]([C:8]([CH3:20])([CH3:19])[CH2:9][NH:10][C:11]2[N:12]=[CH:13][C:29]([CH:28]([OH:24])[CH2:32][OH:31])=[CH:30][CH:16]=2)=[CH:4][CH:3]=1. The yield is 0.860. (5) The reactants are [Na].[CH3:2][C:3]1[CH:8]=[CH:7][C:6]([C:9]2[C:10]([CH:15]=O)=[CH:11][CH:12]=[CH:13][CH:14]=2)=[CH:5][CH:4]=1.[Br:17][C:18]1[N:19]=[CH:20][C:21]([NH2:24])=[N:22][CH:23]=1. The catalyst is ClCCCl.CC(O)=O. The product is [Br:17][C:18]1[N:19]=[CH:20][C:21]([NH:24][CH2:15][C:10]2[CH:11]=[CH:12][CH:13]=[CH:14][C:9]=2[C:6]2[CH:7]=[CH:8][C:3]([CH3:2])=[CH:4][CH:5]=2)=[N:22][CH:23]=1. The yield is 0.550. (6) The reactants are [OH:1][C:2]1[CH:7]=[CH:6][C:5]([NH:8]C(=O)C2C=CC=CC=2)=[C:4]([C:17]([C:19]2[CH:24]=[CH:23][CH:22]=[CH:21][CH:20]=2)=O)[CH:3]=1.C(=O)([O-])[O-].[K+].[K+].[CH2:31](Br)[C:32]1[CH:37]=[CH:36][CH:35]=[CH:34][CH:33]=1.O.C[N:41](C)C=O. No catalyst specified. The product is [C:19]1([C:17]2[C:4]3[C:5](=[CH:6][CH:7]=[C:2]([O:1][CH2:31][C:32]4[CH:37]=[CH:36][CH:35]=[CH:34][CH:33]=4)[CH:3]=3)[NH:8][N:41]=2)[CH:20]=[CH:21][CH:22]=[CH:23][CH:24]=1. The yield is 0.630. (7) The reactants are [Li]CCCC.C(NC(C)C)(C)C.[Br:13][C:14]1[CH:15]=[N:16][CH:17]=[C:18]([F:20])[CH:19]=1.[CH3:21][C:22]([CH3:24])=[O:23]. The catalyst is C1COCC1. The product is [Br:13][C:14]1[CH:15]=[N:16][CH:17]=[C:18]([F:20])[C:19]=1[C:22]([OH:23])([CH3:24])[CH3:21]. The yield is 0.480.